This data is from Full USPTO retrosynthesis dataset with 1.9M reactions from patents (1976-2016). The task is: Predict the reactants needed to synthesize the given product. (1) Given the product [Cl:1][C:2]1[C:12]2[O:11][CH2:10][CH:9]3[CH2:13][CH2:14][CH2:15][N:8]3[CH2:7][C:6]=2[CH:5]=[C:4]([S:16]([NH:24][C:23]2[CH:25]=[CH:26][CH:27]=[C:21]([Cl:20])[CH:22]=2)(=[O:18])=[O:17])[CH:3]=1, predict the reactants needed to synthesize it. The reactants are: [Cl:1][C:2]1[C:12]2[O:11][CH2:10][CH:9]3[CH2:13][CH2:14][CH2:15][N:8]3[CH2:7][C:6]=2[CH:5]=[C:4]([S:16](Cl)(=[O:18])=[O:17])[CH:3]=1.[Cl:20][C:21]1[CH:22]=[C:23]([CH:25]=[CH:26][CH:27]=1)[NH2:24].N1C=CC=CC=1. (2) Given the product [Br:10][C:11]1[CH:12]=[C:13]([C:14]2[O:9][C:3]3[CH:4]=[CH:5][C:6]([CH3:8])=[CH:7][C:2]=3[N:1]=2)[CH:17]=[CH:18][CH:19]=1, predict the reactants needed to synthesize it. The reactants are: [NH2:1][C:2]1[CH:7]=[C:6]([CH3:8])[CH:5]=[CH:4][C:3]=1[OH:9].[Br:10][C:11]1[CH:12]=[C:13]([CH:17]=[CH:18][CH:19]=1)[C:14](Cl)=O. (3) Given the product [CH3:22][O:21][C:17]([C:18]1[S:19][C:2]2[CH:9]=[CH:8][CH:7]=[C:6]([Br:10])[C:3]=2[CH:4]=1)=[O:20], predict the reactants needed to synthesize it. The reactants are: Br[C:2]1[CH:9]=[CH:8][CH:7]=[C:6]([Br:10])[C:3]=1[CH:4]=O.C(=O)([O-])[O-].[K+].[K+].[C:17]([O:21][CH3:22])(=[O:20])[CH2:18][SH:19]. (4) The reactants are: [CH2:1]1[C:9]2[C:4](=[CH:5][CH:6]=[CH:7][CH:8]=2)[CH2:3][CH:2]1[N:10]1[CH2:14][CH2:13][CH2:12][CH2:11]1.C(O)(C(F)(F)F)=O.[N+:22]([O-])([OH:24])=[O:23]. Given the product [N+:22]([C:6]1[CH:5]=[C:4]2[C:9](=[CH:8][CH:7]=1)[CH2:1][CH:2]([N:10]1[CH2:11][CH2:12][CH2:13][CH2:14]1)[CH2:3]2)([O-:24])=[O:23], predict the reactants needed to synthesize it. (5) The reactants are: [Cl-].[Cl-].[Cl-].[Al+3].[Cl:5][C:6]1[CH:14]=[CH:13][CH:12]=[CH:11][C:7]=1[C:8](Cl)=[O:9].[OH:15][C:16]1[CH:20]=[C:19]([N:21]2[C:25](=[O:26])[C:24]3=[CH:27][CH:28]=[CH:29][CH:30]=[C:23]3[C:22]2=[O:31])[N:18]([C:32]2[C:37]([Cl:38])=[CH:36][C:35]([Cl:39])=[CH:34][C:33]=2[Cl:40])[N:17]=1.O. Given the product [Cl:5][C:6]1[CH:14]=[CH:13][CH:12]=[CH:11][C:7]=1[C:8]([C:20]1[C:16]([OH:15])=[N:17][N:18]([C:32]2[C:33]([Cl:40])=[CH:34][C:35]([Cl:39])=[CH:36][C:37]=2[Cl:38])[C:19]=1[N:21]1[C:22](=[O:31])[C:23]2=[CH:30][CH:29]=[CH:28][CH:27]=[C:24]2[C:25]1=[O:26])=[O:9], predict the reactants needed to synthesize it. (6) The reactants are: [NH:1]1[C:9]2[C:4](=[CH:5][C:6]([NH:10][C:11](=[O:15])[CH:12]([CH3:14])[CH3:13])=[CH:7][CH:8]=2)[CH:3]=[CH:2]1.[C:16]([O:20][C:21]([N:23]1[CH2:28][CH2:27][CH:26]([CH2:29][O:30][C:31]2[CH:32]=[N:33][C:34](Cl)=[CH:35][CH:36]=2)[CH2:25][CH2:24]1)=[O:22])([CH3:19])([CH3:18])[CH3:17]. Given the product [C:16]([O:20][C:21]([N:23]1[CH2:28][CH2:27][CH:26]([CH2:29][O:30][C:31]2[CH:32]=[N:33][C:34]([N:1]3[C:9]4[C:4](=[CH:5][C:6]([NH:10][C:11](=[O:15])[CH:12]([CH3:13])[CH3:14])=[CH:7][CH:8]=4)[CH:3]=[CH:2]3)=[CH:35][CH:36]=2)[CH2:25][CH2:24]1)=[O:22])([CH3:19])([CH3:17])[CH3:18], predict the reactants needed to synthesize it. (7) Given the product [Cl:24][C:21]1[CH:22]=[CH:23][C:18]([C:16](=[O:17])[CH2:15][NH:6][CH2:5][C:4]([O:3][CH3:2])=[O:7])=[CH:19][CH:20]=1, predict the reactants needed to synthesize it. The reactants are: Cl.[CH3:2][O:3][C:4](=[O:7])[CH2:5][NH2:6].C(=O)([O-])[O-].[Na+].[Na+].Br[CH2:15][C:16]([C:18]1[CH:23]=[CH:22][C:21]([Cl:24])=[CH:20][CH:19]=1)=[O:17]. (8) Given the product [CH3:43][O:34][C:31]([C:7]1[N:6]([CH2:22][CH2:23][F:24])[CH:5]=[C:10]([C:11]2([C:13]3[CH:18]=[CH:17][C:16]([F:19])=[C:15]([Br:20])[CH:14]=3)[C:40](=[O:41])[N:27]([CH3:26])[C:28]([NH2:30])=[N:29]2)[CH:8]=1)=[O:32], predict the reactants needed to synthesize it. The reactants are: COC([C:5]1[N:6]([CH2:22][CH2:23][F:24])[CH:7]=[C:8]([C:10](=O)[C:11]([C:13]2[CH:18]=[CH:17][C:16]([F:19])=[C:15]([Br:20])[CH:14]=2)=O)C=1)=O.Cl.[CH3:26][NH:27][C:28]([NH2:30])=[NH:29].[C:31]([O-:34])([O-])=[O:32].[Na+].[Na+].CCO[C:40](C)=[O:41].[CH3:43]O. (9) Given the product [CH2:14]([O:21][CH2:22][CH2:23][CH2:24][CH2:25][CH2:26][C:27]1[CH2:44][C@@:42]2([CH3:43])[C@@H:38]([CH2:39][CH2:40][C@@H:41]2[O:45][Si:6]([C:9]([CH3:12])([CH3:11])[CH3:10])([CH3:8])[CH3:7])[C@@:37]2([CH:46]=[O:47])[C:28]=1[C:29]1[CH:30]=[CH:31][C:32]([O:48][CH3:49])=[CH:33][C:34]=1[CH2:35][CH2:36]2)[C:15]1[CH:16]=[CH:17][CH:18]=[CH:19][CH:20]=1, predict the reactants needed to synthesize it. The reactants are: N1C=CN=C1.[Si:6](Cl)([C:9]([CH3:12])([CH3:11])[CH3:10])([CH3:8])[CH3:7].[CH2:14]([O:21][CH2:22][CH2:23][CH2:24][CH2:25][CH2:26][C:27]1[CH2:44][C@@:42]2([CH3:43])[C@@H:38]([CH2:39][CH2:40][C@@H:41]2[OH:45])[C@@:37]2([CH:46]=[O:47])[C:28]=1[C:29]1[CH:30]=[CH:31][C:32]([O:48][CH3:49])=[CH:33][C:34]=1[CH2:35][CH2:36]2)[C:15]1[CH:20]=[CH:19][CH:18]=[CH:17][CH:16]=1.O. (10) Given the product [CH3:1][C@H:2]1[CH2:7][NH:6][C@H:5]([CH3:8])[CH2:4][N:3]1[C:9]1[CH:12]=[CH:13][CH:14]=[CH:15][C:10]=1[NH2:18], predict the reactants needed to synthesize it. The reactants are: [CH3:1][C@@H:2]1[CH2:7][NH:6][C@@H:5]([CH3:8])[CH2:4][N:3]1[CH2:9][C:10]1[CH:15]=[CH:14][CH:13]=[CH:12]C=1.C([N:18](CC)CC)C.FC1C=CC=CC=1[N+]([O-])=O.